This data is from Full USPTO retrosynthesis dataset with 1.9M reactions from patents (1976-2016). The task is: Predict the reactants needed to synthesize the given product. (1) Given the product [CH3:10][CH:1]1[O:2][C:3]2=[CH:4][S:5][CH:6]=[C:7]2[O:8][CH2:9]1, predict the reactants needed to synthesize it. The reactants are: [CH3:1][O:2][C:3]1[C:7]([O:8][CH3:9])=[CH:6][S:5][CH:4]=1.[CH2:10](O)C(O)C. (2) The reactants are: [ClH:1].Cl.[NH2:3][CH2:4][CH2:5][C:6]1[N:10]=[CH:9][NH:8][CH:7]=1.[OH-].[Na+].[CH:13](=O)[CH2:14][CH2:15][CH3:16].Cl. Given the product [ClH:1].[ClH:1].[CH2:14]([CH:13]1[C:7]2[N:8]=[CH:9][NH:10][C:6]=2[CH2:5][CH2:4][NH:3]1)[CH2:15][CH3:16], predict the reactants needed to synthesize it. (3) Given the product [CH3:35][N:2]([CH3:1])[CH2:3][CH2:4][O:5][C:6]1[CH:11]=[CH:10][C:9]([NH:12][C:13](=[O:34])/[C:14](/[C:24]2[CH:29]=[CH:28][CH:27]=[C:26]([OH:30])[CH:25]=2)=[C:15](/[C:18]2[CH:19]=[CH:20][CH:21]=[CH:22][CH:23]=2)\[CH2:16][CH3:17])=[CH:8][CH:7]=1, predict the reactants needed to synthesize it. The reactants are: [CH3:1][N:2]([CH3:35])[CH2:3][CH2:4][O:5][C:6]1[CH:11]=[CH:10][C:9]([NH:12][C:13](=[O:34])/[C:14](/[C:24]2[CH:29]=[CH:28][CH:27]=[C:26]([O:30]COC)[CH:25]=2)=[C:15](/[C:18]2[CH:23]=[CH:22][CH:21]=[CH:20][CH:19]=2)\[CH2:16][CH3:17])=[CH:8][CH:7]=1.Cl.C([O-])(O)=O.[Na+]. (4) Given the product [CH3:1][O:2][C:3]1[CH:10]=[CH:9][C:6]([C@H:7]2[O:8][CH:27]=[N:26][C@@H:25]2[S:15]([C:18]2[CH:24]=[CH:23][C:21]([CH3:22])=[CH:20][CH:19]=2)(=[O:17])=[O:16])=[C:5]([O:11][CH2:12][O:13][CH3:14])[CH:4]=1, predict the reactants needed to synthesize it. The reactants are: [CH3:1][O:2][C:3]1[CH:10]=[CH:9][C:6]([CH:7]=[O:8])=[C:5]([O:11][CH2:12][O:13][CH3:14])[CH:4]=1.[S:15]([CH2:25][N+:26]#[C-:27])([C:18]1[CH:24]=[CH:23][C:21]([CH3:22])=[CH:20][CH:19]=1)(=[O:17])=[O:16].[C-]#N.[Na+]. (5) Given the product [CH3:17][O:18][C:19](=[O:30])[CH:20]([NH:21][C:7](=[O:9])[CH:6]([CH2:5][S:4][C:1](=[O:3])[CH3:2])[CH2:10][C:11]1[CH:16]=[CH:15][CH:14]=[CH:13][CH:12]=1)[CH2:22][C:23]1[CH:28]=[CH:27][C:26]([NH2:29])=[CH:25][CH:24]=1, predict the reactants needed to synthesize it. The reactants are: [C:1]([S:4][CH2:5][CH:6]([CH2:10][C:11]1[CH:16]=[CH:15][CH:14]=[CH:13][CH:12]=1)[C:7]([OH:9])=O)(=[O:3])[CH3:2].[CH3:17][O:18][C:19](=[O:30])[C@H:20]([CH2:22][C:23]1[CH:28]=[CH:27][C:26]([NH2:29])=[CH:25][CH:24]=1)[NH2:21].CN1CCOCC1.Cl.CN(C)CCCN=C=NCC.OC1C2N=NNC=2C=CC=1. (6) The reactants are: [ClH:1].[N:2]12[CH2:9][CH2:8][CH:5]([CH2:6][CH2:7]1)[C@@H:4]([NH:10][C:11]([C:13]1[O:14][C:15]3[C:21]([C:22]4[CH:23]=[C:24]([CH:28]=[CH:29][CH:30]=4)[C:25]([OH:27])=O)=[CH:20][CH:19]=[CH:18][C:16]=3[CH:17]=1)=[O:12])[CH2:3]2.[CH2:31]([NH2:35])[CH:32]([CH3:34])[CH3:33]. Given the product [ClH:1].[N:2]12[CH2:7][CH2:6][CH:5]([CH2:8][CH2:9]1)[C@@H:4]([NH:10][C:11]([C:13]1[O:14][C:15]3[C:21]([C:22]4[CH:30]=[CH:29][CH:28]=[C:24]([C:25]([NH:35][CH2:31][CH:32]([CH3:34])[CH3:33])=[O:27])[CH:23]=4)=[CH:20][CH:19]=[CH:18][C:16]=3[CH:17]=1)=[O:12])[CH2:3]2, predict the reactants needed to synthesize it. (7) Given the product [Cl:24][C:18]1[CH:17]=[C:16]([CH2:15][CH2:14][C:5]2([CH:9]3[CH2:10][CH2:11][CH2:12][CH2:13]3)[O:4][C:3](=[O:25])[C:2]([S:34][C:28]3[CH:29]=[CH:30][CH:31]=[C:32]([Cl:33])[C:27]=3[Cl:26])=[C:7]([OH:8])[CH2:6]2)[CH:21]=[CH:20][C:19]=1[O:22][CH3:23], predict the reactants needed to synthesize it. The reactants are: Cl[CH:2]1[C:7](=[O:8])[CH2:6][C:5]([CH2:14][CH2:15][C:16]2[CH:21]=[CH:20][C:19]([O:22][CH3:23])=[C:18]([Cl:24])[CH:17]=2)([CH:9]2[CH2:13][CH2:12][CH2:11][CH2:10]2)[O:4][C:3]1=[O:25].[Cl:26][C:27]1[C:32]([Cl:33])=[CH:31][CH:30]=[CH:29][C:28]=1[SH:34].